This data is from Catalyst prediction with 721,799 reactions and 888 catalyst types from USPTO. The task is: Predict which catalyst facilitates the given reaction. (1) Reactant: C([O:4][C:5]1[CH:20]=[CH:19][C:8]([CH2:9][O:10][CH2:11][CH2:12][C:13]2[CH:17]=[CH:16][N:15](C)[N:14]=2)=[C:7]([CH3:21])[CH:6]=1)C=C.[CH3:22]N1C(=O)CC(=O)N(C)C1=O. Product: [CH3:21][C:7]1[CH:6]=[C:5]([OH:4])[CH:20]=[CH:19][C:8]=1[CH2:9][O:10][CH2:11][CH2:12][C:13]1[N:14]([CH3:22])[N:15]=[CH:16][CH:17]=1. The catalyst class is: 668. (2) Reactant: C([O:3][C:4](=O)[CH2:5][C:6]1[C:7]([CH3:12])=[N:8][NH:9][C:10]=1[CH3:11])C.[NH:14]1C=C(CC(O)=O)C=[N:15]1.O.NN. Product: [CH3:12][C:7]1[C:6]([CH2:5][C:4]([NH:14][NH2:15])=[O:3])=[C:10]([CH3:11])[NH:9][N:8]=1. The catalyst class is: 51. (3) Reactant: [C:1]([C:4]1[C:12]2[N:11]=[C:10]([CH:13]3[CH2:22][C:21]4[C:16](=[CH:17][CH:18]=[CH:19][CH:20]=4)[CH2:15][N:14]3C(OCC3C=CC=CC=3)=O)[NH:9][C:8]=2[CH:7]=[CH:6][CH:5]=1)(=[O:3])[NH2:2]. Product: [CH2:15]1[C:16]2[C:21](=[CH:20][CH:19]=[CH:18][CH:17]=2)[CH2:22][CH:13]([C:10]2[NH:9][C:8]3[CH:7]=[CH:6][CH:5]=[C:4]([C:1]([NH2:2])=[O:3])[C:12]=3[N:11]=2)[NH:14]1. The catalyst class is: 19. (4) Reactant: [CH2:1]([C:5]1[CH:6]=[C:7]([CH:11]=[C:12]([CH3:14])[N:13]=1)[C:8](O)=[O:9])[CH:2]([CH3:4])[CH3:3].CCN(C(C)C)C(C)C.CN(C(O[N:32]1[N:40]=NC2C=CC=CC1=2)=[N+](C)C)C.[B-](F)(F)(F)F.NN.C1COCC1. Product: [CH2:1]([C:5]1[CH:6]=[C:7]([CH:11]=[C:12]([CH3:14])[N:13]=1)[C:8]([NH:32][NH2:40])=[O:9])[CH:2]([CH3:4])[CH3:3]. The catalyst class is: 215. (5) Reactant: S(Cl)([Cl:3])=O.[CH3:5][O:6][C:7]1[CH:8]=[C:9]2[C:13](=[CH:14][C:15]=1[O:16][CH3:17])[N:12]([CH3:18])[CH:11]=[C:10]2[C:19]1[N:29]([S:30]([C:33]2[CH:38]=[CH:37][C:36]([CH3:39])=[CH:35][CH:34]=2)(=[O:32])=[O:31])[C:22]2=[N:23][CH:24]=[CH:25][C:26]([CH2:27]O)=[C:21]2[CH:20]=1.C(=O)([O-])O.[Na+]. Product: [Cl:3][CH2:27][C:26]1[CH:25]=[CH:24][N:23]=[C:22]2[N:29]([S:30]([C:33]3[CH:38]=[CH:37][C:36]([CH3:39])=[CH:35][CH:34]=3)(=[O:32])=[O:31])[C:19]([C:10]3[C:9]4[C:13](=[CH:14][C:15]([O:16][CH3:17])=[C:7]([O:6][CH3:5])[CH:8]=4)[N:12]([CH3:18])[CH:11]=3)=[CH:20][C:21]=12. The catalyst class is: 174. (6) Reactant: [NH2:1][C:2]1[C:11]2[C:6](=[CH:7][CH:8]=[CH:9][CH:10]=2)[N:5]=[C:4]([CH3:12])[CH:3]=1.C(N(CC)CC)C.Cl[C:21](Cl)([O:23]C(=O)OC(Cl)(Cl)Cl)Cl.[Cl:32][C:33]1[CH:39]=[CH:38][C:36]([NH2:37])=[CH:35][C:34]=1[O:40][CH2:41][CH2:42][N:43]([CH3:45])[CH3:44]. Product: [Cl:32][C:33]1[CH:39]=[CH:38][C:36]([NH:37][C:21]([NH:1][C:2]2[C:11]3[C:6](=[CH:7][CH:8]=[CH:9][CH:10]=3)[N:5]=[C:4]([CH3:12])[CH:3]=2)=[O:23])=[CH:35][C:34]=1[O:40][CH2:41][CH2:42][N:43]([CH3:45])[CH3:44]. The catalyst class is: 1. (7) Reactant: C[O:2][C:3]1[C:4]([C:10]2[CH:15]=[CH:14][CH:13]=[CH:12][C:11]=2[Cl:16])=[C:5](F)[CH:6]=[CH:7][CH:8]=1.Br.[H-].[Na+].[CH2:20](Br)[CH:21]=[CH2:22].C(OCC=C)C=C.C(C1C(C(F)(F)F)=CC=C([Cl:44])C=1O)C=C. Product: [CH2:20]([C:8]1[CH:7]=[CH:6][C:5]([Cl:44])=[C:4]([C:10]2[CH:15]=[CH:14][CH:13]=[CH:12][C:11]=2[Cl:16])[C:3]=1[OH:2])[CH:21]=[CH2:22]. The catalyst class is: 728. (8) Reactant: C(O[C:4]([C:6]1[N:11]2[C:12]([C:15](=[O:20])C(Cl)(Cl)Cl)=[CH:13][N:14]=[C:10]2[CH:9]=[CH:8][CH:7]=1)=[O:5])C.C(N(C(C)C)CC)(C)C.[NH2:30][CH2:31][CH:32]1[CH2:37][CH2:36][NH:35][CH2:34][CH2:33]1.[C:38](O[C:38]([O:40][C:41]([CH3:44])([CH3:43])[CH3:42])=[O:39])([O:40][C:41]([CH3:44])([CH3:43])[CH3:42])=[O:39]. Product: [C:41]([O:40][C:38]([N:35]1[CH2:36][CH2:37][CH:32]([CH2:31][N:30]2[C:4](=[O:5])[C:6]3[N:11]4[C:12](=[CH:13][N:14]=[C:10]4[CH:9]=[CH:8][CH:7]=3)[C:15]2=[O:20])[CH2:33][CH2:34]1)=[O:39])([CH3:44])([CH3:43])[CH3:42]. The catalyst class is: 10. (9) Reactant: [NH:1]1[C:5]2=[N:6][CH:7]=[CH:8][N:9]=[C:4]2[N:3]=[C:2]1[C:10]([C@@H:13]1[C:26]2[C:21](=[N:22][C:23]([C:27]3[CH:32]=[CH:31][C:30]([C:33](=[O:35])[CH3:34])=[CH:29][CH:28]=3)=[CH:24][CH:25]=2)[O:20][C:19]2[C:14]1=[CH:15][CH:16]=[CH:17][C:18]=2[F:36])([CH3:12])[CH3:11].[CH3:37][Mg]Br. Product: [NH:1]1[C:5]2=[N:6][CH:7]=[CH:8][N:9]=[C:4]2[N:3]=[C:2]1[C:10]([C@@H:13]1[C:26]2[C:21](=[N:22][C:23]([C:27]3[CH:28]=[CH:29][C:30]([C:33]([OH:35])([CH3:37])[CH3:34])=[CH:31][CH:32]=3)=[CH:24][CH:25]=2)[O:20][C:19]2[C:14]1=[CH:15][CH:16]=[CH:17][C:18]=2[F:36])([CH3:12])[CH3:11]. The catalyst class is: 1. (10) The catalyst class is: 24. Reactant: NC1(C2C=CC(C3C(=O)C4C(=CC=C(F)C=4)OC=3C3C=CC=CC=3)=CC=2)CCC1.C(OC(=O)[NH:36][C:37]1([C:41]2[CH:46]=[CH:45][C:44]([C:47]3[C:56](=[O:57])[C:55]4[C:50](=[C:51]([C:58]5[C:59]([CH3:63])=[N:60][NH:61][CH:62]=5)[CH:52]=[CH:53][CH:54]=4)[O:49][C:48]=3[C:64]3[CH:69]=[CH:68][CH:67]=[CH:66][CH:65]=3)=[CH:43][CH:42]=2)[CH2:40][CH2:39][CH2:38]1)(C)(C)C.C(O)(C(F)(F)F)=O.[ClH:78]. Product: [ClH:78].[NH2:36][C:37]1([C:41]2[CH:42]=[CH:43][C:44]([C:47]3[C:56](=[O:57])[C:55]4[C:50](=[C:51]([C:58]5[C:59]([CH3:63])=[N:60][NH:61][CH:62]=5)[CH:52]=[CH:53][CH:54]=4)[O:49][C:48]=3[C:64]3[CH:69]=[CH:68][CH:67]=[CH:66][CH:65]=3)=[CH:45][CH:46]=2)[CH2:38][CH2:39][CH2:40]1.